From a dataset of Catalyst prediction with 721,799 reactions and 888 catalyst types from USPTO. Predict which catalyst facilitates the given reaction. (1) Reactant: [C:1]([O:5][C:6]([N:8]1[C:13]2[CH:14]=[C:15]([Cl:21])[C:16]([NH:18][C:19]#[N:20])=[CH:17][C:12]=2[O:11][CH:10]([C:22](=[O:41])[N:23]([CH2:25][CH2:26][C:27]([C:39]#[N:40])([CH2:37][CH3:38])[CH2:28]/[C:29](/[CH:35]=[CH2:36])=[CH:30]/[CH:31]=[C:32](/[F:34])\[CH3:33])[CH3:24])[CH2:9]1)=[O:7])([CH3:4])([CH3:3])[CH3:2].[C:42]([O-])([O-])=O.[K+].[K+].CI. Product: [C:1]([O:5][C:6]([N:8]1[C:13]2[CH:14]=[C:15]([Cl:21])[C:16]([N:18]([C:19]#[N:20])[CH3:42])=[CH:17][C:12]=2[O:11][CH:10]([C:22](=[O:41])[N:23]([CH2:25][CH2:26][C:27]([C:39]#[N:40])([CH2:37][CH3:38])[CH2:28]/[C:29](/[CH:35]=[CH2:36])=[CH:30]/[CH:31]=[C:32](/[F:34])\[CH3:33])[CH3:24])[CH2:9]1)=[O:7])([CH3:2])([CH3:3])[CH3:4]. The catalyst class is: 18. (2) Reactant: Br[C:2]1[CH:3]=[CH:4][C:5]([F:12])=[C:6]2[C:11]=1[N:10]=[CH:9][CH:8]=[CH:7]2.O1[C:17]2([CH2:22][CH2:21][NH:20][CH2:19][CH2:18]2)[O:16]CC1.C1(C2C3C(=CC=CC=3)C=CC=2)C2C(=CC=CC=2)C=CC=1.C1(PC2C=CC=CC=2)C=CC=CC=1. Product: [F:12][C:5]1[CH:4]=[CH:3][C:2]([N:20]2[CH2:21][CH2:22][C:17](=[O:16])[CH2:18][CH2:19]2)=[C:11]2[C:6]=1[CH:7]=[CH:8][CH:9]=[N:10]2. The catalyst class is: 11. (3) Reactant: [F:1][C:2]1[CH:8]=[C:7]([I:9])[C:6]([F:10])=[CH:5][C:3]=1[NH2:4].[CH3:11][S:12](Cl)(=[O:14])=[O:13].N1C=CC=CC=1.Cl. Product: [F:1][C:2]1[CH:8]=[C:7]([I:9])[C:6]([F:10])=[CH:5][C:3]=1[NH:4][S:12]([CH3:11])(=[O:14])=[O:13]. The catalyst class is: 91.